Dataset: Reaction yield outcomes from USPTO patents with 853,638 reactions. Task: Predict the reaction yield, written as a fraction of the theoretical maximum amount of product (1.0 means a 100% yield; for example, 0.34 means a 34% yield). (1) The reactants are [CH2:1]([N:8]1[CH:12]=[C:11]([CH2:13][CH2:14][CH2:15][CH:16]2[O:20][CH2:19][CH2:18][O:17]2)[C:10]([OH:21])=[N:9]1)[C:2]1[CH:7]=[CH:6][CH:5]=[CH:4][CH:3]=1.[CH2:22](OS(=O)(=O)OCC)[CH3:23].C(=O)([O-])[O-].[K+].[K+].[Cl-].[NH4+]. The catalyst is CN(C)C=O. The product is [CH2:1]([N:8]1[CH:12]=[C:11]([CH2:13][CH2:14][CH2:15][CH:16]2[O:17][CH2:18][CH2:19][O:20]2)[C:10]([O:21][CH2:22][CH3:23])=[N:9]1)[C:2]1[CH:7]=[CH:6][CH:5]=[CH:4][CH:3]=1. The yield is 0.820. (2) The reactants are [N:1]1[CH:6]=[CH:5][CH:4]=[CH:3][C:2]=1[C:7]1[O:11][CH:10]=[N:9][CH:8]=1.[C:12]1([CH2:18][CH2:19][CH2:20][O:21][CH2:22][CH2:23][C:24](O)=[O:25])[CH:17]=[CH:16][CH:15]=[CH:14][CH:13]=1. The catalyst is CO.C(Cl)Cl. The product is [C:12]1([CH2:18][CH2:19][CH2:20][O:21][CH2:22][CH2:23][C:24]([C:10]2[O:11][C:7]([C:2]3[CH:3]=[CH:4][CH:5]=[CH:6][N:1]=3)=[CH:8][N:9]=2)=[O:25])[CH:17]=[CH:16][CH:15]=[CH:14][CH:13]=1. The yield is 0.170.